Dataset: Catalyst prediction with 721,799 reactions and 888 catalyst types from USPTO. Task: Predict which catalyst facilitates the given reaction. (1) Reactant: Cl[CH2:2][C:3]1[C:4]([C:11]2[C:16]([Cl:17])=[CH:15][CH:14]=[CH:13][C:12]=2[Cl:18])=[N:5][O:6][C:7]=1[CH:8]([CH3:10])[CH3:9].[OH:19][C:20]1[CH:25]=[CH:24][C:23]([C:26]2[CH:35]=[C:34]3[C:29]([CH:30]=[CH:31][C:32]([C:36]([O:38][CH3:39])=[O:37])=[CH:33]3)=[CH:28][CH:27]=2)=[CH:22][CH:21]=1.C(=O)([O-])[O-].[Cs+].[Cs+]. Product: [Cl:18][C:12]1[CH:13]=[CH:14][CH:15]=[C:16]([Cl:17])[C:11]=1[C:4]1[C:3]([CH2:2][O:19][C:20]2[CH:21]=[CH:22][C:23]([C:26]3[CH:35]=[C:34]4[C:29]([CH:30]=[CH:31][C:32]([C:36]([O:38][CH3:39])=[O:37])=[CH:33]4)=[CH:28][CH:27]=3)=[CH:24][CH:25]=2)=[C:7]([CH:8]([CH3:10])[CH3:9])[O:6][N:5]=1. The catalyst class is: 9. (2) Product: [C:1]1([CH2:11][O:12][CH2:13][C:14]2[O:18][N:17]=[C:16]([C:19]([OH:21])=[O:20])[CH:15]=2)[C:10]2[C:5](=[CH:6][CH:7]=[CH:8][CH:9]=2)[CH:4]=[CH:3][CH:2]=1. Reactant: [C:1]1([CH2:11][O:12][CH2:13][C:14]2[O:18][N:17]=[C:16]([C:19]([O:21]CC)=[O:20])[CH:15]=2)[C:10]2[C:5](=[CH:6][CH:7]=[CH:8][CH:9]=2)[CH:4]=[CH:3][CH:2]=1.C(O)C.[OH-].[K+]. The catalyst class is: 6. (3) Reactant: Cl[C:2]1[N:3]=[N+:4]([O-:12])[C:5]2[CH:11]=[CH:10][CH:9]=[CH:8][C:6]=2[N:7]=1.[NH2:13][CH2:14][CH2:15][CH2:16][OH:17]. Product: [O-:12][N+:4]1[C:5]2[CH:11]=[CH:10][CH:9]=[CH:8][C:6]=2[N:7]=[C:2]([NH:13][CH2:14][CH2:15][CH2:16][OH:17])[N:3]=1. The catalyst class is: 57. (4) Reactant: [NH2:1][CH2:2][CH2:3][CH2:4][CH2:5][CH2:6][CH2:7][N:8]1[CH2:13][CH2:12][CH:11]([C:14]2[CH:15]=[C:16]([NH:20][C:21](=[O:25])[CH:22]([CH3:24])[CH3:23])[CH:17]=[CH:18][CH:19]=2)[CH2:10][CH2:9]1.[CH2:26]([N:33]1[C:37]([C:38](Cl)=[O:39])=[CH:36][C:35]([C:41]([CH3:44])([CH3:43])[CH3:42])=[N:34]1)[C:27]1[CH:32]=[CH:31][CH:30]=[CH:29][CH:28]=1. Product: [CH2:26]([N:33]1[C:37]([C:38]([NH:1][CH2:2][CH2:3][CH2:4][CH2:5][CH2:6][CH2:7][N:8]2[CH2:13][CH2:12][CH:11]([C:14]3[CH:19]=[CH:18][CH:17]=[C:16]([NH:20][C:21](=[O:25])[CH:22]([CH3:23])[CH3:24])[CH:15]=3)[CH2:10][CH2:9]2)=[O:39])=[CH:36][C:35]([C:41]([CH3:44])([CH3:43])[CH3:42])=[N:34]1)[C:27]1[CH:28]=[CH:29][CH:30]=[CH:31][CH:32]=1. The catalyst class is: 1. (5) Reactant: CC(C)([S@]([NH:6][C@H:7]([C:20]1[CH:25]=[CH:24][CH:23]=[CH:22][CH:21]=1)[C:8]1[CH:9]=[C:10]([P:14]([CH3:19])(=[O:18])[O:15][CH2:16][CH3:17])[CH:11]=[CH:12][CH:13]=1)=O)C. Product: [NH2:6][C@H:7]([C:20]1[CH:21]=[CH:22][CH:23]=[CH:24][CH:25]=1)[C:8]1[CH:9]=[C:10]([P:14]([CH3:19])(=[O:18])[O:15][CH2:16][CH3:17])[CH:11]=[CH:12][CH:13]=1. The catalyst class is: 89. (6) Reactant: CCOC(/N=N/C(OCC)=O)=O.[N+:13]([C:16]1[N:17]=[C:18]2[N:23]([CH:24]=1)[CH2:22][CH2:21][CH:20]([CH2:25][OH:26])[O:19]2)([O-:15])=[O:14].C1(P(C2C=CC=CC=2)C2C=CC=CC=2)C=CC=CC=1.[I:46][C:47]1[CH:52]=[CH:51][C:50](O)=[CH:49][CH:48]=1. Product: [I:46][C:47]1[CH:52]=[CH:51][C:50]([O:26][CH2:25][CH:20]2[O:19][C:18]3=[N:17][C:16]([N+:13]([O-:15])=[O:14])=[CH:24][N:23]3[CH2:22][CH2:21]2)=[CH:49][CH:48]=1. The catalyst class is: 1. (7) Reactant: [H-].[Na+].[CH3:3][O:4][C:5]1[C:6]([NH2:15])=[N:7][C:8]2[C:13]([N:14]=1)=[CH:12][CH:11]=[CH:10][CH:9]=2.[Cl:16][C:17]1[S:21][C:20]([S:22](Cl)(=[O:24])=[O:23])=[CH:19][CH:18]=1.[C:30]([OH:32])(=[O:31])[CH2:28][C:28]([CH2:28][C:30]([OH:32])=[O:31])([C:30]([OH:32])=[O:31])O. Product: [CH3:10][CH2:11][CH2:12][CH:13]([CH3:8])[CH3:17].[C:30]([O:32][CH2:19][CH3:20])(=[O:31])[CH3:28].[CH3:3][OH:4].[Cl:16][C:17]1[S:21][C:20]([S:22]([NH:15][C:6]2[C:5]([O:4][CH3:3])=[N:14][C:13]3[C:8](=[CH:9][CH:10]=[CH:11][CH:12]=3)[N:7]=2)(=[O:24])=[O:23])=[CH:19][CH:18]=1. The catalyst class is: 57. (8) Reactant: [CH3:1][NH:2][CH2:3][CH2:4][CH2:5][N:6]1[C:16]2[CH:17]=[CH:18][CH:19]=[CH:20][C:15]=2[CH2:14][CH2:13][C:12]2[CH:11]=[CH:10][CH:9]=[CH:8][C:7]1=2.Cl.[C:22](=[O:25])([O-])[O-:23].[K+].[K+].[CH2:28]([C:36](Cl)(Cl)Cl)[CH2:29][CH2:30][CH2:31][CH2:32][CH2:33][CH2:34]C. Product: [CH2:36]([O:23][C:22](=[O:25])[N:2]([CH2:3][CH2:4][CH2:5][N:6]1[C:7]2[CH:8]=[CH:9][CH:10]=[CH:11][C:12]=2[CH2:13][CH2:14][C:15]2[CH:20]=[CH:19][CH:18]=[CH:17][C:16]1=2)[CH3:1])[CH2:28][CH2:29][CH2:30][CH2:31][CH2:32][CH2:33][CH3:34]. The catalyst class is: 3. (9) Reactant: [CH2:1]([C:4]1[CH:19]=[C:18]([CH:20]=O)[CH:17]=[CH:16][C:5]=1[O:6][C:7]1[CH:14]=[C:13]([Cl:15])[CH:12]=[CH:11][C:8]=1[C:9]#[N:10])[CH:2]=[CH2:3].CN.[C:24]([BH3-])#[N:25].[Na+].[C:28]([OH:35])(=[O:34])/[CH:29]=[CH:30]/[C:31]([OH:33])=[O:32]. Product: [C:28]([OH:35])(=[O:34])/[CH:29]=[CH:30]/[C:31]([OH:33])=[O:32].[CH2:1]([C:4]1[CH:19]=[C:18]([CH2:20][NH:25][CH3:24])[CH:17]=[CH:16][C:5]=1[O:6][C:7]1[CH:14]=[C:13]([Cl:15])[CH:12]=[CH:11][C:8]=1[C:9]#[N:10])[CH:2]=[CH2:3]. The catalyst class is: 130.